This data is from Forward reaction prediction with 1.9M reactions from USPTO patents (1976-2016). The task is: Predict the product of the given reaction. (1) Given the reactants [F:1][C:2]1[CH:3]=[CH:4][C:5]2[N:9]=[C:8]([C@@H:10]([NH2:13])[CH2:11][CH3:12])[N:7]([C:14]3[CH:19]=[CH:18][CH:17]=[CH:16][CH:15]=3)[C:6]=2[CH:20]=1.Cl[C:22]1[N:30]=[CH:29][N:28]=[C:27]2[C:23]=1[N:24]=[CH:25][N:26]2[CH:31]1[CH2:36][CH2:35][CH2:34][CH2:33][O:32]1.CCN(C(C)C)C(C)C, predict the reaction product. The product is: [F:1][C:2]1[CH:3]=[CH:4][C:5]2[N:9]=[C:8]([C@@H:10]([NH:13][C:22]3[N:30]=[CH:29][N:28]=[C:27]4[C:23]=3[N:24]=[CH:25][N:26]4[CH:31]3[CH2:36][CH2:35][CH2:34][CH2:33][O:32]3)[CH2:11][CH3:12])[N:7]([C:14]3[CH:15]=[CH:16][CH:17]=[CH:18][CH:19]=3)[C:6]=2[CH:20]=1. (2) Given the reactants Br[C:2]1[CH:14]=[CH:13][C:5]2[S:6][C:7]3[CH:12]=[CH:11][CH:10]=[CH:9][C:8]=3[C:4]=2[CH:3]=1.[Li]CCCC.CN([CH:23]=[O:24])C.[NH4+].[Cl-], predict the reaction product. The product is: [CH:3]1[C:4]2[C:8]3[CH:9]=[CH:10][CH:11]=[CH:12][C:7]=3[S:6][C:5]=2[CH:13]=[CH:14][C:2]=1[CH:23]=[O:24]. (3) The product is: [CH3:1][C:2]1[N:7]=[CH:6][C:5]([C:8]2([CH2:13][NH2:14])[CH2:12][CH2:11][CH2:10][O:9]2)=[CH:4][N:3]=1. Given the reactants [CH3:1][C:2]1[N:7]=[CH:6][C:5]([C:8]2([C:13]#[N:14])[CH2:12][CH2:11][CH2:10][O:9]2)=[CH:4][N:3]=1.N, predict the reaction product.